This data is from Forward reaction prediction with 1.9M reactions from USPTO patents (1976-2016). The task is: Predict the product of the given reaction. (1) The product is: [CH3:15][O:14][N:13]=[C:11]1[CH2:10][C@@H:9]([C:16]2[NH:42][C:35]3[CH:40]=[CH:39][CH:38]=[CH:37][C:36]=3[N:41]=2)[N:8]([C:6]([C:29]2[CH:28]=[CH:27][C:26]([C:21]3[CH:22]=[CH:23][CH:24]=[CH:25][C:20]=3[CH3:19])=[CH:31][CH:30]=2)=[O:7])[CH2:12]1. Given the reactants C(O[C:6]([N:8]1[CH2:12][C:11](=[N:13][O:14][CH3:15])[CH2:10][C@H:9]1[C:16](O)=O)=[O:7])(C)(C)C.[CH3:19][C:20]1[CH:25]=[CH:24][CH:23]=[CH:22][C:21]=1[C:26]1[CH:31]=[CH:30][C:29](C(O)=O)=[CH:28][CH:27]=1.[C:35]1([NH2:42])[C:36]([NH2:41])=[CH:37][CH:38]=[CH:39][CH:40]=1, predict the reaction product. (2) Given the reactants [CH2:1]([NH:4][C:5]1[C:6]([Cl:14])=[N:7][C:8]([Br:13])=[C:9]([CH3:12])[C:10]=1Br)[CH:2]=[CH2:3].C([O-])([O-])=O.[K+].[K+], predict the reaction product. The product is: [Br:13][C:8]1[C:9]([CH3:12])=[C:10]2[C:2]([CH3:3])=[CH:1][NH:4][C:5]2=[C:6]([Cl:14])[N:7]=1. (3) Given the reactants [F:1][C:2]([C:5]1[O:9][N:8]=[C:7]([CH2:10]O)[CH:6]=1)([F:4])[CH3:3].S(Cl)([Cl:14])=O, predict the reaction product. The product is: [Cl:14][CH2:10][C:7]1[CH:6]=[C:5]([C:2]([F:4])([F:1])[CH3:3])[O:9][N:8]=1. (4) Given the reactants C([O-])(O)=O.[Na+].[CH3:6][NH2:7].[Br:8][C:9]1[CH:14]=[CH:13][C:12]([S:15](Cl)(=[O:17])=[O:16])=[CH:11][CH:10]=1, predict the reaction product. The product is: [Br:8][C:9]1[CH:14]=[CH:13][C:12]([S:15]([NH:7][CH3:6])(=[O:17])=[O:16])=[CH:11][CH:10]=1. (5) Given the reactants [Br:1][C:2]1[CH:3]=[C:4]([CH:8]=[CH:9][C:10]=1[CH3:11])[C:5](O)=[O:6].C(Cl)(=O)C(Cl)=O.C[N:19](C=O)C.C1(C)C=CC=CC=1, predict the reaction product. The product is: [Br:1][C:2]1[CH:3]=[C:4]([CH:8]=[CH:9][C:10]=1[CH3:11])[C:5]([NH2:19])=[O:6]. (6) The product is: [I:1][C:14]1[CH:15]=[C:16]([CH3:21])[CH:17]=[C:18]([CH3:20])[CH:19]=1. Given the reactants [I-:1].[Na+].CN[C@@H]1CCCC[C@H]1NC.Br[C:14]1[CH:15]=[C:16]([CH3:21])[CH:17]=[C:18]([CH3:20])[CH:19]=1.CCCCCCCCCCCC, predict the reaction product.